This data is from CYP1A2 inhibition data for predicting drug metabolism from PubChem BioAssay. The task is: Regression/Classification. Given a drug SMILES string, predict its absorption, distribution, metabolism, or excretion properties. Task type varies by dataset: regression for continuous measurements (e.g., permeability, clearance, half-life) or binary classification for categorical outcomes (e.g., BBB penetration, CYP inhibition). Dataset: cyp1a2_veith. (1) The drug is C[C@@](N)(Cc1c[nH]c2ccccc12)C(=O)O. The result is 0 (non-inhibitor). (2) The molecule is FC(F)(F)c1ccccc1-c1nc(N2CCOCC2)c2ccccc2n1. The result is 1 (inhibitor).